Dataset: Forward reaction prediction with 1.9M reactions from USPTO patents (1976-2016). Task: Predict the product of the given reaction. (1) Given the reactants O.[PH2:2]([O-:4])=[O:3].[Na+].[CH2:6]([NH:9][C:10](=[O:16])[O:11][C:12]([CH3:15])([CH3:14])[CH3:13])[CH:7]=[CH2:8].C(B(CC)CC)C, predict the reaction product. The product is: [C:12]([O:11][C:10]([NH:9][CH2:6][CH2:7][CH2:8][PH:2](=[O:4])[OH:3])=[O:16])([CH3:15])([CH3:14])[CH3:13]. (2) Given the reactants C(OC1N=CC([NH:15][C:16]2[CH:21]=[C:20]([O:22][CH2:23][C:24]3[CH:29]=[CH:28][C:27]([O:30][CH3:31])=[CH:26][CH:25]=3)[CH:19]=[C:18]([Br:32])[CH:17]=2)=CC=1)C1C=CC=CC=1.C(OC1N=CC(N)=CC=1)C1C=CC=CC=1.BrC1C=C(OCC2C=CC(OC)=CC=2)C=C(Br)C=1.CC([O-])(C)C.[Na+], predict the reaction product. The product is: [Br:32][C:18]1[CH:17]=[C:16]([NH2:15])[CH:21]=[C:20]([O:22][CH2:23][C:24]2[CH:25]=[CH:26][C:27]([O:30][CH3:31])=[CH:28][CH:29]=2)[CH:19]=1. (3) Given the reactants CC1C=CC(S(O[CH2:12][C@@H:13]2[O:26][C:17]3=[C:18]4[C:23](=[CH:24][CH:25]=[C:16]3[O:15][CH2:14]2)[O:22][CH2:21][CH2:20][CH2:19]4)(=O)=O)=CC=1.[F:27][C:28]1[CH:29]=[C:30]2[C:34](=[CH:35][CH:36]=1)[NH:33][CH:32]=[C:31]2[C:37]1[CH2:38][CH2:39][NH:40][CH2:41][CH:42]=1.C(OCC)(=O)C, predict the reaction product. The product is: [F:27][C:28]1[CH:29]=[C:30]2[C:34](=[CH:35][CH:36]=1)[NH:33][CH:32]=[C:31]2[C:37]1[CH2:38][CH2:39][N:40]([CH2:12][CH:13]2[O:26][C:17]3=[C:18]4[C:23](=[CH:24][CH:25]=[C:16]3[O:15][CH2:14]2)[O:22][CH2:21][CH2:20][CH2:19]4)[CH2:41][CH:42]=1. (4) Given the reactants [NH:1]([C:3]1[N:8]=[CH:7][N:6]=[C:5]2[N:9]([C:12]3[CH:17]=[CH:16][CH:15]=[CH:14][CH:13]=3)[N:10]=[CH:11][C:4]=12)[NH2:2].[CH2:18]([N:20]([CH2:32][CH3:33])[CH2:21][CH2:22][O:23][C:24]1[CH:31]=[CH:30][C:27]([CH:28]=O)=[CH:26][CH:25]=1)[CH3:19], predict the reaction product. The product is: [C:12]1([N:9]2[C:5]3=[N:6][CH:7]=[N:8][C:3]([NH:1][N:2]=[CH:28][C:27]4[CH:26]=[CH:25][C:24]([O:23][CH2:22][CH2:21][N:20]([CH2:18][CH3:19])[CH2:32][CH3:33])=[CH:31][CH:30]=4)=[C:4]3[CH:11]=[N:10]2)[CH:17]=[CH:16][CH:15]=[CH:14][CH:13]=1. (5) Given the reactants Cl[C:2]1[CH:7]=[C:6]([O:8][CH3:9])[N:5]=[CH:4][N:3]=1.[Cl:10][C:11]1[CH:12]=[CH:13][C:14]([C:20]([O:22][CH3:23])=[O:21])=[C:15](B(O)O)[CH:16]=1.C([O-])([O-])=O.[Na+].[Na+], predict the reaction product. The product is: [Cl:10][C:11]1[CH:16]=[CH:15][C:14]([C:20]([O:22][CH3:23])=[O:21])=[C:13]([C:2]2[CH:7]=[C:6]([O:8][CH3:9])[N:5]=[CH:4][N:3]=2)[CH:12]=1. (6) Given the reactants CN([CH:4]([CH3:15])[C:5]([C:7]1[CH:12]=[CH:11][C:10]([F:13])=[C:9]([F:14])[CH:8]=1)=O)C.[NH2:16]/[C:17](/[CH3:24])=[CH:18]\[C:19]([O:21][CH2:22][CH3:23])=[O:20], predict the reaction product. The product is: [F:14][C:9]1[CH:8]=[C:7]([C:5]2[CH:4]=[CH:15][C:18]([C:19]([O:21][CH2:22][CH3:23])=[O:20])=[C:17]([CH3:24])[N:16]=2)[CH:12]=[CH:11][C:10]=1[F:13]. (7) Given the reactants [CH3:1][O:2][C:3]1[CH:8]=[CH:7][C:6]([S:9][C:10]2[C:11]([C:23]([O:25]C(C)(C)C)=[O:24])=[N:12][C:13]([S:16][C:17]3[N:21]([CH3:22])[CH:20]=[N:19][N:18]=3)=[CH:14][CH:15]=2)=[CH:5][CH:4]=1.C(O)(C(F)(F)F)=O, predict the reaction product. The product is: [CH3:1][O:2][C:3]1[CH:8]=[CH:7][C:6]([S:9][C:10]2[C:11]([C:23]([OH:25])=[O:24])=[N:12][C:13]([S:16][C:17]3[N:21]([CH3:22])[CH:20]=[N:19][N:18]=3)=[CH:14][CH:15]=2)=[CH:5][CH:4]=1.